Predict the reactants needed to synthesize the given product. From a dataset of Full USPTO retrosynthesis dataset with 1.9M reactions from patents (1976-2016). Given the product [F:30][C:31]1[CH:36]=[CH:35][CH:34]=[CH:33][C:32]=1[N:37]1[C:5]([C:7]2[C:12](=[O:13])[CH:11]=[CH:10][N:9]([C:14]3[CH:19]=[CH:18][CH:17]=[C:16]([S:20]([N:23]4[CH2:28][CH2:27][CH2:26][CH2:25][CH2:24]4)(=[O:21])=[O:22])[CH:15]=3)[N:8]=2)=[CH:4][CH:3]=[N:38]1, predict the reactants needed to synthesize it. The reactants are: CN(C)/[CH:3]=[CH:4]/[C:5]([C:7]1[C:12](=[O:13])[CH:11]=[CH:10][N:9]([C:14]2[CH:19]=[CH:18][CH:17]=[C:16]([S:20]([N:23]3[CH2:28][CH2:27][CH2:26][CH2:25][CH2:24]3)(=[O:22])=[O:21])[CH:15]=2)[N:8]=1)=O.[F:30][C:31]1[CH:36]=[CH:35][CH:34]=[CH:33][C:32]=1[NH:37][NH2:38].